Dataset: Reaction yield outcomes from USPTO patents with 853,638 reactions. Task: Predict the reaction yield, written as a fraction of the theoretical maximum amount of product (1.0 means a 100% yield; for example, 0.34 means a 34% yield). (1) The reactants are [NH2:1][C:2]1[CH:10]=[C:9]([N+:11]([O-:13])=[O:12])[CH:8]=[CH:7][C:3]=1[C:4]([OH:6])=O.C(O)(=O)C.[CH:18](N)=[NH:19]. The catalyst is C(O)C. The product is [N+:11]([C:9]1[CH:10]=[C:2]2[C:3]([C:4]([OH:6])=[N:19][CH:18]=[N:1]2)=[CH:7][CH:8]=1)([O-:13])=[O:12]. The yield is 0.890. (2) The reactants are [Br:1][C:2]1[CH:3]=[C:4]([C:11]([O:13][CH2:14][CH3:15])=[O:12])[C:5]2[CH:10]=[N:9][NH:8][C:6]=2[N:7]=1.C([O-])([O-])=O.[K+].[K+].Br[CH:23]([CH3:25])[CH3:24]. The catalyst is C(#N)C. The product is [Br:1][C:2]1[CH:3]=[C:4]([C:11]([O:13][CH2:14][CH3:15])=[O:12])[C:5]2[CH:10]=[N:9][N:8]([CH:23]([CH3:25])[CH3:24])[C:6]=2[N:7]=1. The yield is 0.583. (3) The reactants are CO.Cl[C:4]1[C:9]([N+:10]([O-:12])=[O:11])=[CH:8][CH:7]=[C:6]([Cl:13])[N:5]=1.C(N(CC)CC)C.[C:21]([C:25]1[CH:31]=[CH:30][C:28]([NH2:29])=[CH:27][CH:26]=1)([CH3:24])([CH3:23])[CH3:22]. The catalyst is O. The product is [C:21]([C:25]1[CH:26]=[CH:27][C:28]([NH:29][C:4]2[C:9]([N+:10]([O-:12])=[O:11])=[CH:8][CH:7]=[C:6]([Cl:13])[N:5]=2)=[CH:30][CH:31]=1)([CH3:24])([CH3:22])[CH3:23]. The yield is 0.760. (4) The product is [O:37]1[CH2:36][CH2:35][CH2:34]/[C:33]/1=[CH:1]/[S:2]([N:5]1[CH2:6][CH2:7][C:8]2([C:12](=[O:13])[N:11]([C:14]3[CH:15]=[CH:16][C:17]([O:20][C:21]([F:23])([F:22])[F:24])=[CH:18][CH:19]=3)[CH2:10][CH2:9]2)[CH2:25][CH2:26]1)(=[O:4])=[O:3]. The yield is 0.260. The reactants are [CH3:1][S:2]([N:5]1[CH2:26][CH2:25][C:8]2([C:12](=[O:13])[N:11]([C:14]3[CH:19]=[CH:18][C:17]([O:20][C:21]([F:24])([F:23])[F:22])=[CH:16][CH:15]=3)[CH2:10][CH2:9]2)[CH2:7][CH2:6]1)(=[O:4])=[O:3].[Li]CCCC.Br[CH2:33][CH2:34][CH2:35][C:36](Cl)=[O:37]. The catalyst is C1COCC1. (5) The reactants are [CH2:1]([Mg]Br)[CH3:2].[CH3:5][O:6][C:7](=[O:25])[CH:8]=[C:9]1[CH2:14][CH2:13][N:12]([C:15]2[S:16][C:17]3[CH:23]=[C:22]([Cl:24])[CH:21]=[CH:20][C:18]=3[N:19]=2)[CH2:11][CH2:10]1.FC(F)(F)S(O[Si](C)(C)C)(=O)=O.C(=O)([O-])O.[Na+]. The catalyst is O1CCCC1.[Cu](I)I. The product is [CH3:5][O:6][C:7](=[O:25])[CH2:8][C:9]1([CH2:1][CH3:2])[CH2:10][CH2:11][N:12]([C:15]2[S:16][C:17]3[CH:23]=[C:22]([Cl:24])[CH:21]=[CH:20][C:18]=3[N:19]=2)[CH2:13][CH2:14]1. The yield is 0.900. (6) The reactants are [CH3:1][C:2]1[C:6]2[C:7](=[O:11])[NH:8][CH2:9][CH2:10][C:5]=2[NH:4][CH:3]=1.C(N(CC)CC)C.[C:19](O[C:19]([O:21][C:22]([CH3:25])([CH3:24])[CH3:23])=[O:20])([O:21][C:22]([CH3:25])([CH3:24])[CH3:23])=[O:20]. The catalyst is ClCCl.CN(C1C=CN=CC=1)C. The product is [CH3:1][C:2]1[C:6]2[C:7](=[O:11])[NH:8][CH2:9][CH2:10][C:5]=2[N:4]([C:19]([O:21][C:22]([CH3:25])([CH3:24])[CH3:23])=[O:20])[CH:3]=1. The yield is 0.990. (7) The reactants are Br[C:2]1[CH:7]=[CH:6][C:5]([NH:8][CH3:9])=[CH:4][C:3]=1[CH3:10].C1(P(C2CCCCC2)C2C=CC=CC=2C2C=CC=CC=2)CCCCC1.B([O-])[O-].[C:39]([O:43][C:44](=[O:65])[NH:45][C:46]([C:48]1[S:49][C:50]([S:63][CH3:64])=[C:51]([S:53]([C:56]2[CH:61]=[CH:60][CH:59]=[C:58](Br)[CH:57]=2)(=[O:55])=[O:54])[CH:52]=1)=[NH:47])([CH3:42])([CH3:41])[CH3:40].C([O-])([O-])=O.[Na+].[Na+]. The catalyst is O1CCOCC1.C(O)C.C1(C)C=CC=CC=1.C([O-])(=O)C.[Pd+2].C([O-])(=O)C.C1C=CC([P]([Pd]([P](C2C=CC=CC=2)(C2C=CC=CC=2)C2C=CC=CC=2)([P](C2C=CC=CC=2)(C2C=CC=CC=2)C2C=CC=CC=2)[P](C2C=CC=CC=2)(C2C=CC=CC=2)C2C=CC=CC=2)(C2C=CC=CC=2)C2C=CC=CC=2)=CC=1. The product is [C:39]([O:43][C:44](=[O:65])[NH:45][C:46](=[NH:47])[C:48]1[S:49][C:50]([S:63][CH3:64])=[C:51]([S:53]([C:56]2[CH:61]=[C:60]([C:2]3[CH:7]=[CH:6][C:5]([NH:8][CH3:9])=[CH:4][C:3]=3[CH3:10])[CH:59]=[CH:58][CH:57]=2)(=[O:55])=[O:54])[CH:52]=1)([CH3:42])([CH3:40])[CH3:41]. The yield is 0.620. (8) The reactants are [N+:1]([C:4]1[CH:21]=[CH:20][C:7]([O:8][C:9]2[CH:10]=[C:11]3[C:15](=[CH:16][CH:17]=2)[C:14](=[O:18])[NH:13][C:12]3=[O:19])=[CH:6][CH:5]=1)([O-])=O. The catalyst is CC(O)=O.O.[Fe]. The product is [NH2:1][C:4]1[CH:21]=[CH:20][C:7]([O:8][C:9]2[CH:10]=[C:11]3[C:15](=[CH:16][CH:17]=2)[C:14](=[O:18])[NH:13][C:12]3=[O:19])=[CH:6][CH:5]=1. The yield is 0.750. (9) The reactants are [C:1]([C@@H:5]([C:29](=[O:44])[N:30]([CH3:43])[C@@H:31]([CH:40]([CH3:42])[CH3:41])/[CH:32]=[C:33](\[CH3:39])/[C:34]([O:36]CC)=[O:35])[NH:6][C:7](=[O:28])[C@H:8]([CH2:17][C:18]1[C:27]2[C:22](=[CH:23][CH:24]=[CH:25][CH:26]=2)[CH:21]=[CH:20][CH:19]=1)[NH:9][C:10](=[O:16])[O:11][C:12]([CH3:15])([CH3:14])[CH3:13])([CH3:4])([CH3:3])[CH3:2].[OH-].[Li+]. The catalyst is O.CO. The product is [C:1]([C@@H:5]([C:29](=[O:44])[N:30]([CH3:43])[C@@H:31]([CH:40]([CH3:41])[CH3:42])/[CH:32]=[C:33](\[CH3:39])/[C:34]([OH:36])=[O:35])[NH:6][C:7](=[O:28])[C@H:8]([CH2:17][C:18]1[C:27]2[C:22](=[CH:23][CH:24]=[CH:25][CH:26]=2)[CH:21]=[CH:20][CH:19]=1)[NH:9][C:10](=[O:16])[O:11][C:12]([CH3:15])([CH3:14])[CH3:13])([CH3:2])([CH3:3])[CH3:4]. The yield is 0.840.